Dataset: Full USPTO retrosynthesis dataset with 1.9M reactions from patents (1976-2016). Task: Predict the reactants needed to synthesize the given product. Given the product [OH:8][CH:9]1[CH:15]2[CH:13]([O:14]2)[CH2:12][N:11]([C:16]([O:18][CH2:19][CH3:20])=[O:17])[CH2:10]1, predict the reactants needed to synthesize it. The reactants are: [Si]([O:8][CH:9]1[CH:15]2[CH:13]([O:14]2)[CH2:12][N:11]([C:16]([O:18][CH2:19][CH3:20])=[O:17])[CH2:10]1)(C(C)(C)C)(C)C.CCCC[N+](CCCC)(CCCC)CCCC.[F-].O.